From a dataset of Reaction yield outcomes from USPTO patents with 853,638 reactions. Predict the reaction yield, written as a fraction of the theoretical maximum amount of product (1.0 means a 100% yield; for example, 0.34 means a 34% yield). (1) The reactants are [NH2:1][C:2]1[CH:3]=[CH:4][CH:5]=[C:6]2[C:10]=1[C:9](=[O:11])[N:8]([C@@H:12]([C:19]1[CH:24]=[CH:23][C:22]([O:25][CH3:26])=[C:21]([O:27][CH2:28][CH3:29])[CH:20]=1)[CH2:13][C:14]([N:16]([CH3:18])[CH3:17])=[O:15])[CH2:7]2.[CH3:30][N:31]([CH3:35])[C:32](Cl)=[O:33]. The catalyst is C1COCC1. The product is [CH3:30][N:31]([CH3:35])[C:32](=[O:33])[NH:1][C:2]1[CH:3]=[CH:4][CH:5]=[C:6]2[C:10]=1[C:9](=[O:11])[N:8]([C@@H:12]([C:19]1[CH:24]=[CH:23][C:22]([O:25][CH3:26])=[C:21]([O:27][CH2:28][CH3:29])[CH:20]=1)[CH2:13][C:14]([N:16]([CH3:18])[CH3:17])=[O:15])[CH2:7]2. The yield is 0.340. (2) The product is [CH3:25][N:14]([CH2:15][C:16]1[CH:17]=[CH:18][C:19]([O:22][CH3:23])=[CH:20][CH:21]=1)[CH3:13]. The catalyst is C1(C)C=CC=CC=1. The yield is 0.960. The reactants are C[SiH](C)C1C=CC=CC=1[SiH](C)C.[CH3:13][N:14]([CH3:25])[C:15](=O)[C:16]1[CH:21]=[CH:20][C:19]([O:22][CH3:23])=[CH:18][CH:17]=1.